This data is from Catalyst prediction with 721,799 reactions and 888 catalyst types from USPTO. The task is: Predict which catalyst facilitates the given reaction. (1) Reactant: [Cl:1][C:2]1[CH:29]=[CH:28][CH:27]=[C:26]([CH:30]2[CH2:35][CH2:34][CH2:33][CH2:32][CH2:31]2)[C:3]=1[C:4]([N:6]1[C:14]2[C:9](=[N:10][CH:11]=[CH:12][CH:13]=2)[C:8]([C:15]2[CH:24]=[CH:23][C:18]([C:19]([O:21]C)=[O:20])=[CH:17][C:16]=2[F:25])=[N:7]1)=[O:5].O.[OH-].[Li+].Cl. Product: [Cl:1][C:2]1[CH:29]=[CH:28][CH:27]=[C:26]([CH:30]2[CH2:35][CH2:34][CH2:33][CH2:32][CH2:31]2)[C:3]=1[C:4]([N:6]1[C:14]2[C:9](=[N:10][CH:11]=[CH:12][CH:13]=2)[C:8]([C:15]2[CH:24]=[CH:23][C:18]([C:19]([OH:21])=[O:20])=[CH:17][C:16]=2[F:25])=[N:7]1)=[O:5]. The catalyst class is: 20. (2) Reactant: F[C:2]1[CH:31]=[CH:30][C:5]([C:6]([NH:8][C:9]2[S:13][C:12]([NH:14][C:15]3[CH:24]=[CH:23][C:22]4[C:17](=[CH:18][CH:19]=[CH:20][CH:21]=4)[CH:16]=3)=[N:11][C:10]=2[C:25](OCC)=[O:26])=[O:7])=[CH:4][CH:3]=1.[NH2:32][CH2:33][CH2:34][OH:35]. Product: [OH:35][CH2:34][CH2:33][NH:32][C:25]([C:10]1[N:11]=[C:12]([NH:14][C:15]2[CH:24]=[CH:23][C:22]3[C:17](=[CH:18][CH:19]=[CH:20][CH:21]=3)[CH:16]=2)[S:13][C:9]=1[NH:8][C:6](=[O:7])[C:5]1[CH:30]=[CH:31][C:2]([NH:11][CH2:10][CH2:25][OH:26])=[CH:3][CH:4]=1)=[O:26]. The catalyst class is: 296. (3) Reactant: [CH2:1]([C:10]1[CH:17]=[CH:16][C:13]([CH:14]=O)=[CH:12][CH:11]=1)[CH2:2][CH2:3][CH2:4][CH2:5][CH2:6][CH2:7][CH2:8][CH3:9].[CH2:18]([O:20][C:21](=[O:34])[C:22]([CH2:29][C:30]#[C:31][CH2:32][NH2:33])([CH3:28])[C:23]([O:25][CH2:26][CH3:27])=[O:24])[CH3:19].CO.C([BH3-])#N.[Na+]. Product: [CH2:26]([O:25][C:23](=[O:24])[C:22]([CH3:28])([CH2:29][C:30]#[C:31][CH2:32][NH:33][CH2:14][C:13]1[CH:16]=[CH:17][C:10]([CH2:1][CH2:2][CH2:3][CH2:4][CH2:5][CH2:6][CH2:7][CH2:8][CH3:9])=[CH:11][CH:12]=1)[C:21]([O:20][CH2:18][CH3:19])=[O:34])[CH3:27]. The catalyst class is: 4. (4) Reactant: [C:1]([C:4]12[CH2:11][CH2:10][C:7]([NH:12][CH2:13][C:14]([N:16]3[CH2:20][C@@H:19]([F:21])[CH2:18][C@H:17]3[C:22]#[N:23])=[O:15])([CH2:8][CH2:9]1)[CH2:6][CH2:5]2)([OH:3])=O.ON1C2C=CC=CC=2N=N1.N=C=N.[Cl:37][C:38]1[CH:45]=[CH:44][C:41]([CH2:42][NH2:43])=[CH:40][CH:39]=1.C(=O)([O-])[O-]. Product: [Cl:37][C:38]1[CH:45]=[CH:44][C:41]([CH2:42][NH:43][C:1]([C:4]23[CH2:9][CH2:8][C:7]([NH:12][CH2:13][C:14]([N:16]4[CH2:20][C@@H:19]([F:21])[CH2:18][C@H:17]4[C:22]#[N:23])=[O:15])([CH2:6][CH2:5]2)[CH2:10][CH2:11]3)=[O:3])=[CH:40][CH:39]=1. The catalyst class is: 4.